Dataset: NCI-60 drug combinations with 297,098 pairs across 59 cell lines. Task: Regression. Given two drug SMILES strings and cell line genomic features, predict the synergy score measuring deviation from expected non-interaction effect. (1) Synergy scores: CSS=4.53, Synergy_ZIP=-6.22, Synergy_Bliss=-8.09, Synergy_Loewe=-38.7, Synergy_HSA=-10.9. Cell line: NCIH23. Drug 1: CC1C(C(=O)NC(C(=O)N2CCCC2C(=O)N(CC(=O)N(C(C(=O)O1)C(C)C)C)C)C(C)C)NC(=O)C3=C4C(=C(C=C3)C)OC5=C(C(=O)C(=C(C5=N4)C(=O)NC6C(OC(=O)C(N(C(=O)CN(C(=O)C7CCCN7C(=O)C(NC6=O)C(C)C)C)C)C(C)C)C)N)C. Drug 2: C(CN)CNCCSP(=O)(O)O. (2) Drug 1: C1CC(=O)NC(=O)C1N2CC3=C(C2=O)C=CC=C3N. Drug 2: CC(CN1CC(=O)NC(=O)C1)N2CC(=O)NC(=O)C2. Cell line: EKVX. Synergy scores: CSS=10.9, Synergy_ZIP=-3.42, Synergy_Bliss=-3.44, Synergy_Loewe=-1.73, Synergy_HSA=-0.603. (3) Drug 1: CN(C)C1=NC(=NC(=N1)N(C)C)N(C)C. Drug 2: CC1=C(C(=O)C2=C(C1=O)N3CC4C(C3(C2COC(=O)N)OC)N4)N. Cell line: NCI-H460. Synergy scores: CSS=37.0, Synergy_ZIP=-3.41, Synergy_Bliss=-9.78, Synergy_Loewe=-43.5, Synergy_HSA=-10.7. (4) Drug 1: CC(CN1CC(=O)NC(=O)C1)N2CC(=O)NC(=O)C2. Drug 2: C1=NC2=C(N=C(N=C2N1C3C(C(C(O3)CO)O)O)F)N. Cell line: DU-145. Synergy scores: CSS=7.58, Synergy_ZIP=-4.61, Synergy_Bliss=0.319, Synergy_Loewe=-0.125, Synergy_HSA=0.442. (5) Drug 2: C1CN(CCN1C(=O)CCBr)C(=O)CCBr. Cell line: OVCAR-8. Synergy scores: CSS=13.7, Synergy_ZIP=-6.34, Synergy_Bliss=-0.324, Synergy_Loewe=-5.98, Synergy_HSA=-0.396. Drug 1: CC12CCC3C(C1CCC2O)C(CC4=C3C=CC(=C4)O)CCCCCCCCCS(=O)CCCC(C(F)(F)F)(F)F. (6) Drug 1: C1=CN(C(=O)N=C1N)C2C(C(C(O2)CO)O)O.Cl. Drug 2: C1CN(CCN1C(=O)CCBr)C(=O)CCBr. Cell line: HOP-62. Synergy scores: CSS=63.5, Synergy_ZIP=2.39, Synergy_Bliss=1.63, Synergy_Loewe=-4.02, Synergy_HSA=6.57. (7) Drug 1: CC1=C(C(CCC1)(C)C)C=CC(=CC=CC(=CC(=O)O)C)C. Drug 2: CCC1(CC2CC(C3=C(CCN(C2)C1)C4=CC=CC=C4N3)(C5=C(C=C6C(=C5)C78CCN9C7C(C=CC9)(C(C(C8N6C)(C(=O)OC)O)OC(=O)C)CC)OC)C(=O)OC)O.OS(=O)(=O)O. Cell line: K-562. Synergy scores: CSS=30.2, Synergy_ZIP=8.45, Synergy_Bliss=8.45, Synergy_Loewe=16.4, Synergy_HSA=7.01. (8) Drug 1: CC(C1=C(C=CC(=C1Cl)F)Cl)OC2=C(N=CC(=C2)C3=CN(N=C3)C4CCNCC4)N. Drug 2: CC1=CC=C(C=C1)C2=CC(=NN2C3=CC=C(C=C3)S(=O)(=O)N)C(F)(F)F. Cell line: CCRF-CEM. Synergy scores: CSS=48.9, Synergy_ZIP=6.27, Synergy_Bliss=8.06, Synergy_Loewe=-2.11, Synergy_HSA=7.06. (9) Drug 1: CC1=C(C=C(C=C1)C(=O)NC2=CC(=CC(=C2)C(F)(F)F)N3C=C(N=C3)C)NC4=NC=CC(=N4)C5=CN=CC=C5. Drug 2: CN(CCCl)CCCl.Cl. Cell line: DU-145. Synergy scores: CSS=32.7, Synergy_ZIP=-6.87, Synergy_Bliss=-7.18, Synergy_Loewe=-7.13, Synergy_HSA=-5.87. (10) Drug 1: CN(C)C1=NC(=NC(=N1)N(C)C)N(C)C. Drug 2: C1C(C(OC1N2C=NC(=NC2=O)N)CO)O. Cell line: SR. Synergy scores: CSS=4.88, Synergy_ZIP=-7.58, Synergy_Bliss=-11.0, Synergy_Loewe=-21.8, Synergy_HSA=-6.80.